This data is from NCI-60 drug combinations with 297,098 pairs across 59 cell lines. The task is: Regression. Given two drug SMILES strings and cell line genomic features, predict the synergy score measuring deviation from expected non-interaction effect. (1) Drug 1: CNC(=O)C1=CC=CC=C1SC2=CC3=C(C=C2)C(=NN3)C=CC4=CC=CC=N4. Drug 2: CCCS(=O)(=O)NC1=C(C(=C(C=C1)F)C(=O)C2=CNC3=C2C=C(C=N3)C4=CC=C(C=C4)Cl)F. Cell line: SK-OV-3. Synergy scores: CSS=-3.83, Synergy_ZIP=1.57, Synergy_Bliss=0.361, Synergy_Loewe=-1.97, Synergy_HSA=-1.68. (2) Drug 1: C1CN1P(=S)(N2CC2)N3CC3. Drug 2: CC=C1C(=O)NC(C(=O)OC2CC(=O)NC(C(=O)NC(CSSCCC=C2)C(=O)N1)C(C)C)C(C)C. Cell line: SK-OV-3. Synergy scores: CSS=37.7, Synergy_ZIP=1.21, Synergy_Bliss=3.18, Synergy_Loewe=-20.4, Synergy_HSA=3.23. (3) Drug 1: CN(C)C1=NC(=NC(=N1)N(C)C)N(C)C. Drug 2: CC1=C2C(C(=O)C3(C(CC4C(C3C(C(C2(C)C)(CC1OC(=O)C(C(C5=CC=CC=C5)NC(=O)OC(C)(C)C)O)O)OC(=O)C6=CC=CC=C6)(CO4)OC(=O)C)O)C)O. Cell line: A498. Synergy scores: CSS=14.6, Synergy_ZIP=-5.13, Synergy_Bliss=1.54, Synergy_Loewe=-28.1, Synergy_HSA=-2.83. (4) Drug 1: C1=CC(=CC=C1CCC2=CNC3=C2C(=O)NC(=N3)N)C(=O)NC(CCC(=O)O)C(=O)O. Drug 2: COC1=CC(=CC(=C1O)OC)C2C3C(COC3=O)C(C4=CC5=C(C=C24)OCO5)OC6C(C(C7C(O6)COC(O7)C8=CC=CS8)O)O. Cell line: HL-60(TB). Synergy scores: CSS=87.6, Synergy_ZIP=5.75, Synergy_Bliss=5.29, Synergy_Loewe=4.59, Synergy_HSA=9.67.